Dataset: CYP2D6 inhibition data for predicting drug metabolism from PubChem BioAssay. Task: Regression/Classification. Given a drug SMILES string, predict its absorption, distribution, metabolism, or excretion properties. Task type varies by dataset: regression for continuous measurements (e.g., permeability, clearance, half-life) or binary classification for categorical outcomes (e.g., BBB penetration, CYP inhibition). Dataset: cyp2d6_veith. (1) The compound is Nc1c(C(=O)NCc2ccccc2)sc2nc3c(cc12)C(=O)CCC3. The result is 0 (non-inhibitor). (2) The compound is COc1ccc(C(=O)N2CCC3(CC2)CCN(c2ccccn2)CC3)cc1. The result is 0 (non-inhibitor). (3) The molecule is CCC(Sc1nc2n[nH]c(C)c2c(=N)n1-c1cccc(Cl)c1)C(=O)NCCOC. The result is 0 (non-inhibitor).